Dataset: Full USPTO retrosynthesis dataset with 1.9M reactions from patents (1976-2016). Task: Predict the reactants needed to synthesize the given product. Given the product [Cl:1][C:2]1[C:10]2[C:6](=[C:7]([C:16]3[CH:17]=[CH:18][C:19]([OH:22])=[CH:20][CH:21]=3)[N:8]([CH2:11][CH2:12][CH2:13][CH2:14][CH3:15])[N:9]=2)[CH:5]=[CH:4][CH:3]=1, predict the reactants needed to synthesize it. The reactants are: [Cl:1][C:2]1[C:10]2[C:6](=[C:7]([C:16]3[CH:21]=[CH:20][C:19]([O:22]C)=[CH:18][CH:17]=3)[N:8]([CH2:11][CH2:12][CH2:13][CH2:14][CH3:15])[N:9]=2)[CH:5]=[CH:4][CH:3]=1.B(Br)(Br)Br.C1CCCCC=1.